This data is from Peptide-MHC class II binding affinity with 134,281 pairs from IEDB. The task is: Regression. Given a peptide amino acid sequence and an MHC pseudo amino acid sequence, predict their binding affinity value. This is MHC class II binding data. (1) The peptide sequence is AINIFNVEKYGAVGD. The MHC is DRB4_0101 with pseudo-sequence DRB4_0103. The binding affinity (normalized) is 0.349. (2) The peptide sequence is LITPAEKVVYKLLRF. The MHC is DRB1_0405 with pseudo-sequence DRB1_0405. The binding affinity (normalized) is 0.415. (3) The peptide sequence is WAQDLTLPWQSGSGG. The MHC is DRB4_0101 with pseudo-sequence DRB4_0103. The binding affinity (normalized) is 0.